Dataset: Forward reaction prediction with 1.9M reactions from USPTO patents (1976-2016). Task: Predict the product of the given reaction. (1) The product is: [N+:8]([C:5]1[CH:4]=[N:3][C:2]([NH:1][C:11](=[O:13])[CH3:12])=[N:7][CH:6]=1)([O-:10])=[O:9]. Given the reactants [NH2:1][C:2]1[N:7]=[CH:6][C:5]([N+:8]([O-:10])=[O:9])=[CH:4][N:3]=1.[C:11](OC(=O)C)(=[O:13])[CH3:12], predict the reaction product. (2) Given the reactants [C:1](O[K])(C)(C)[CH3:2].[C:7]([N:14]1[CH2:19][CH2:18][C:17](=[O:20])[CH2:16][CH2:15]1)([O:9][C:10]([CH3:13])([CH3:12])[CH3:11])=[O:8].[I-].ClCC[S+](C)C.O, predict the reaction product. The product is: [C:10]([O:9][C:7]([N:14]1[CH2:19][CH2:18][C:17](=[O:20])[C:16]2([CH2:2][CH2:1]2)[CH2:15]1)=[O:8])([CH3:13])([CH3:12])[CH3:11]. (3) The product is: [NH2:43][CH2:42][C:38]1[CH:37]=[C:36]([S:33]([NH:32][CH2:31][CH2:30][C:27]2[CH:26]=[CH:25][C:24]([CH:20]([NH:19][C:15]3[CH:14]=[C:13]4[C:18](=[CH:17][CH:16]=3)[C:9]([N:8]([C:6]([O:5][C:1]([CH3:4])([CH3:3])[CH3:2])=[O:7])[C:44]([O:46][C:47]([CH3:50])([CH3:48])[CH3:49])=[O:45])=[N:10][CH:11]=[CH:12]4)[C:21]([OH:23])=[O:22])=[CH:29][CH:28]=2)(=[O:34])=[O:35])[CH:41]=[CH:40][CH:39]=1. Given the reactants [C:1]([O:5][C:6]([N:8]([C:44]([O:46][C:47]([CH3:50])([CH3:49])[CH3:48])=[O:45])[C:9]1[C:18]2[C:13](=[CH:14][C:15]([NH:19][CH:20]([C:24]3[CH:29]=[CH:28][C:27]([CH2:30][CH2:31][NH:32][S:33]([C:36]4[CH:41]=[CH:40][CH:39]=[C:38]([C:42]#[N:43])[CH:37]=4)(=[O:35])=[O:34])=[CH:26][CH:25]=3)[C:21]([OH:23])=[O:22])=[CH:16][CH:17]=2)[CH:12]=[CH:11][N:10]=1)=[O:7])([CH3:4])([CH3:3])[CH3:2], predict the reaction product. (4) Given the reactants [CH3:1][C:2]1[C:14]2[C:13]3[C:8](=[CH:9][CH:10]=[CH:11][CH:12]=3)[C:7](=[O:15])[C:6]=2[CH:5]=[C:4]([C:16]([O:18][CH3:19])=[O:17])[CH:3]=1.C[Si](C)(C)[C:22]([F:25])([F:24])[F:23].C([O-])(=O)C.[Li+].[F-].C([N+](CCCC)(CCCC)CCCC)CCC.C(=O)([O-])O.[Na+], predict the reaction product. The product is: [OH:15][C:7]1([C:22]([F:25])([F:24])[F:23])[C:6]2[CH:5]=[C:4]([C:16]([O:18][CH3:19])=[O:17])[CH:3]=[C:2]([CH3:1])[C:14]=2[C:13]2[C:8]1=[CH:9][CH:10]=[CH:11][CH:12]=2. (5) Given the reactants Cl[C:2]1[C:7]2=[N:8][CH:9]=[CH:10][N:11]=[C:6]2[CH:5]=[C:4]([Cl:12])[N:3]=1.[NH2:13][CH2:14][C@H:15]1[CH2:20][CH2:19][CH2:18][N:17]([C:21]([O:23][C:24]([CH3:27])([CH3:26])[CH3:25])=[O:22])[CH2:16]1.C(N(C(C)C)CC)(C)C, predict the reaction product. The product is: [Cl:12][C:4]1[N:3]=[C:2]([NH:13][CH2:14][C@H:15]2[CH2:20][CH2:19][CH2:18][N:17]([C:21]([O:23][C:24]([CH3:27])([CH3:26])[CH3:25])=[O:22])[CH2:16]2)[C:7]2=[N:8][CH:9]=[CH:10][N:11]=[C:6]2[CH:5]=1.